Dataset: Forward reaction prediction with 1.9M reactions from USPTO patents (1976-2016). Task: Predict the product of the given reaction. (1) Given the reactants [CH3:1][C:2]1[N:6]=[C:5]([CH3:7])[S:4][C:3]=1/[CH:8]=[CH:9]/[C:10](N(C)C)=O.[N+]([O-])(O)=O.[F:19][C:20]1[CH:25]=[C:24]([F:26])[CH:23]=[CH:22][C:21]=1[NH:27][C:28]([NH2:30])=[NH:29].[OH-].[Na+], predict the reaction product. The product is: [F:19][C:20]1[CH:25]=[C:24]([F:26])[CH:23]=[CH:22][C:21]=1[NH:27][C:28]1[N:30]=[C:8]([C:3]2[S:4][C:5]([CH3:7])=[N:6][C:2]=2[CH3:1])[CH:9]=[CH:10][N:29]=1. (2) Given the reactants [C:1]([O:5][C:6]([N:8]1[CH2:12][CH2:11][CH2:10][CH:9]1[C:13]1[NH:14][C:15]([C:18]2[CH:23]=[CH:22][C:21]([C:24]3[S:25][C:26](Br)=[CH:27][CH:28]=3)=[CH:20][CH:19]=2)=[CH:16][N:17]=1)=[O:7])([CH3:4])([CH3:3])[CH3:2].[B:30]1([B:30]2[O:34][C:33]([CH3:36])([CH3:35])[C:32]([CH3:38])([CH3:37])[O:31]2)[O:34][C:33]([CH3:36])([CH3:35])[C:32]([CH3:38])([CH3:37])[O:31]1.C([O-])(=O)C.[K+], predict the reaction product. The product is: [C:1]([O:5][C:6]([N:8]1[CH2:12][CH2:11][CH2:10][CH:9]1[C:13]1[NH:14][C:15]([C:18]2[CH:23]=[CH:22][C:21]([C:24]3[S:25][C:26]([B:30]4[O:34][C:33]([CH3:36])([CH3:35])[C:32]([CH3:38])([CH3:37])[O:31]4)=[CH:27][CH:28]=3)=[CH:20][CH:19]=2)=[CH:16][N:17]=1)=[O:7])([CH3:4])([CH3:3])[CH3:2]. (3) Given the reactants [C:1]([C:3]1[C:4]([N:9]([CH3:14])[S:10]([CH3:13])(=[O:12])=[O:11])=[N:5][CH:6]=[CH:7][CH:8]=1)#[N:2].[H][H].Br[C:18]1[C:19]2[N:20]([N:24]=[C:25]([Cl:27])[N:26]=2)[CH:21]=[CH:22][CH:23]=1.[NH2:28][CH2:29][C:30]1[C:31]([N:36]([CH3:41])[S:37]([CH3:40])(=[O:39])=[O:38])=[N:32][CH:33]=[CH:34][CH:35]=1, predict the reaction product. The product is: [NH2:2][CH2:1][C:3]1[C:4]([N:9]([CH3:14])[S:10]([CH3:13])(=[O:12])=[O:11])=[N:5][CH:6]=[CH:7][CH:8]=1.[Cl:27][C:25]1[N:26]=[C:19]2[C:18]([NH:28][CH2:29][C:30]3[C:31]([N:36]([CH3:41])[S:37]([CH3:40])(=[O:39])=[O:38])=[N:32][CH:33]=[CH:34][CH:35]=3)=[CH:23][CH:22]=[CH:21][N:20]2[N:24]=1. (4) Given the reactants [C:1]1([CH2:7][CH2:8][C:9]([OH:11])=O)[CH:6]=[CH:5][CH:4]=[CH:3][CH:2]=1.[CH3:12][O:13][C:14]1[CH:15]=[C:16]([C:22]2([CH2:27][NH2:28])[CH2:26][CH2:25][CH2:24][CH2:23]2)[CH:17]=[CH:18][C:19]=1[O:20][CH3:21].C(N(CC)CC)C.F[P-](F)(F)(F)(F)F.N1(OC(N(C)C)=[N+](C)C)C2N=CC=CC=2N=N1, predict the reaction product. The product is: [CH3:12][O:13][C:14]1[CH:15]=[C:16]([C:22]2([CH2:27][NH:28][C:9](=[O:11])[CH2:8][CH2:7][C:1]3[CH:2]=[CH:3][CH:4]=[CH:5][CH:6]=3)[CH2:23][CH2:24][CH2:25][CH2:26]2)[CH:17]=[CH:18][C:19]=1[O:20][CH3:21]. (5) The product is: [C:23]([NH:31][C:32]1[CH:33]=[C:34]([CH:38]=[CH:39][N:40]=1)[C:35]([NH:22][CH2:21][CH2:20][CH2:19][C:13]1[CH:18]=[CH:17][CH:16]=[CH:15][CH:14]=1)=[O:36])(=[O:30])[C:24]1[CH:25]=[CH:26][CH:27]=[CH:28][CH:29]=1. Given the reactants FC(F)(F)C1C=CC(CN)=CC=1.[C:13]1([CH2:19][CH2:20][CH2:21][NH2:22])[CH:18]=[CH:17][CH:16]=[CH:15][CH:14]=1.[C:23]([NH:31][C:32]1[CH:33]=[C:34]([CH:38]=[CH:39][N:40]=1)[C:35](O)=[O:36])(=[O:30])[C:24]1[CH:29]=[CH:28][CH:27]=[CH:26][CH:25]=1, predict the reaction product. (6) Given the reactants [CH:1]1([C:7]2[N:11]3[CH:12]=[CH:13][N:14]=[CH:15][C:10]3=[CH:9][N:8]=2)[CH2:6][CH2:5][CH2:4][CH2:3][CH2:2]1.[H][H], predict the reaction product. The product is: [CH:1]1([C:7]2[N:11]3[CH2:12][CH2:13][NH:14][CH2:15][C:10]3=[CH:9][N:8]=2)[CH2:2][CH2:3][CH2:4][CH2:5][CH2:6]1. (7) Given the reactants P(Cl)(Cl)(Cl)=O.[C:6]1([C:12]2[NH:17][C:16](=O)[CH:15]=[C:14]([C:19]3[CH:24]=[CH:23][CH:22]=[CH:21][CH:20]=3)[N:13]=2)[CH:11]=[CH:10][CH:9]=[CH:8][CH:7]=1.P(Cl)(Cl)(Cl)(Cl)[Cl:26], predict the reaction product. The product is: [Cl:26][C:16]1[CH:15]=[C:14]([C:19]2[CH:24]=[CH:23][CH:22]=[CH:21][CH:20]=2)[N:13]=[C:12]([C:6]2[CH:11]=[CH:10][CH:9]=[CH:8][CH:7]=2)[N:17]=1. (8) Given the reactants Cl.Cl.[CH3:3][C:4]1[C:16]([C:17]2[S:18][C:19]([C:28]3[N:32]=[CH:31][NH:30][N:29]=3)=[C:20]([C:22]3[CH:27]=[CH:26][CH:25]=[CH:24][CH:23]=3)[N:21]=2)=[C:7]2[CH:8]=[C:9]([O:12][CH2:13][CH2:14][NH2:15])[CH:10]=[CH:11][N:6]2[N:5]=1.C(OC([NH:40][C:41]([CH3:46])([CH3:45])[C:42](O)=[O:43])=O)(C)(C)C.C1C=CC2N(O)N=NC=2C=1.CCN=C=NCCCN(C)C, predict the reaction product. The product is: [NH2:40][C:41]([CH3:46])([CH3:45])[C:42]([NH:15][CH2:14][CH2:13][O:12][C:9]1[CH:10]=[CH:11][N:6]2[N:5]=[C:4]([CH3:3])[C:16]([C:17]3[S:18][C:19]([C:28]4[N:32]=[CH:31][NH:30][N:29]=4)=[C:20]([C:22]4[CH:27]=[CH:26][CH:25]=[CH:24][CH:23]=4)[N:21]=3)=[C:7]2[CH:8]=1)=[O:43].